From a dataset of NCI-60 drug combinations with 297,098 pairs across 59 cell lines. Regression. Given two drug SMILES strings and cell line genomic features, predict the synergy score measuring deviation from expected non-interaction effect. Drug 1: CC12CCC3C(C1CCC2=O)CC(=C)C4=CC(=O)C=CC34C. Drug 2: C1=CC(=C2C(=C1NCCNCCO)C(=O)C3=C(C=CC(=C3C2=O)O)O)NCCNCCO. Cell line: TK-10. Synergy scores: CSS=54.0, Synergy_ZIP=3.21, Synergy_Bliss=1.08, Synergy_Loewe=4.11, Synergy_HSA=4.71.